This data is from Full USPTO retrosynthesis dataset with 1.9M reactions from patents (1976-2016). The task is: Predict the reactants needed to synthesize the given product. (1) Given the product [ClH:36].[NH2:2][C@@H:3]([C:10]1[CH:15]=[CH:14][CH:13]=[C:12]([N+:16]([O-:18])=[O:17])[CH:11]=1)[CH2:4][C:5]([O:7][CH2:8][CH3:9])=[O:6], predict the reactants needed to synthesize it. The reactants are: Cl.[NH2:2][C@H:3]([C:10]1[CH:15]=[CH:14][CH:13]=[C:12]([N+:16]([O-:18])=[O:17])[CH:11]=1)[CH2:4][C:5]([O:7][CH2:8][CH3:9])=[O:6].N[C@H](C1C=CC=C([N+]([O-])=O)C=1)CC(O)=O.S(Cl)([Cl:36])=O. (2) Given the product [NH2:23][C:4]1[CH:3]=[C:2]([F:1])[C:7]([Br:8])=[CH:6][C:5]=1[NH:9][CH:10]1[CH2:15][CH2:14][N:13]([C:16]([O:18][C:19]([CH3:22])([CH3:21])[CH3:20])=[O:17])[CH2:12][CH2:11]1, predict the reactants needed to synthesize it. The reactants are: [F:1][C:2]1[C:7]([Br:8])=[CH:6][C:5]([NH:9][CH:10]2[CH2:15][CH2:14][N:13]([C:16]([O:18][C:19]([CH3:22])([CH3:21])[CH3:20])=[O:17])[CH2:12][CH2:11]2)=[C:4]([N+:23]([O-])=O)[CH:3]=1.O.NN. (3) Given the product [Cl:19][C:20]1[CH:26]=[C:25]([NH:13][C:12]2[C:11]3[C:10](=[CH:9][CH:8]=[C:6]4[N:7]=[C:3]([C:1]#[N:2])[S:4][C:5]4=3)[N:14]=[CH:15][N:16]=2)[CH:24]=[CH:22][CH:21]=1, predict the reactants needed to synthesize it. The reactants are: [C:1]([C:3]1[S:4][C:5]2[C:11]([C:12]#[N:13])=[C:10](/[N:14]=[CH:15]/[N:16](C)C)[CH:9]=[CH:8][C:6]=2[N:7]=1)#[N:2].[Cl:19][C:20]1[CH:21]=[C:22]([CH:24]=[CH:25][CH:26]=1)N.[K+].[Br-]. (4) Given the product [CH3:1][O:2][C:3]1[C:12]([N:13]([CH3:32])[C:14]([N:16]2[CH2:21][CH2:20][N:19]([C:22]3[CH:23]=[C:24]([CH3:29])[CH:25]=[C:26]([CH3:28])[CH:27]=3)[CH2:18][CH2:17]2)=[O:15])=[CH:11][C:10]2[C:5](=[CH:6][CH:7]=[CH:8][CH:9]=2)[CH:4]=1, predict the reactants needed to synthesize it. The reactants are: [CH3:1][O:2][C:3]1[C:12]([NH:13][C:14]([N:16]2[CH2:21][CH2:20][N:19]([C:22]3[CH:27]=[C:26]([CH3:28])[CH:25]=[C:24]([CH3:29])[CH:23]=3)[CH2:18][CH2:17]2)=[O:15])=[CH:11][C:10]2[C:5](=[CH:6][CH:7]=[CH:8][CH:9]=2)[CH:4]=1.[H-].[Na+].[CH3:32]I. (5) Given the product [C:1]([O:5][C:6]([NH:8][C@H:9]([CH2:12][O:13][CH2:14][C:15]1[CH:20]=[CH:19][CH:18]=[C:17]([C:21]2[N:23]([CH2:24][CH2:25][C:26]#[N:27])[N:67]=[N:66][N:65]=2)[CH:16]=1)[C:10]#[N:11])=[O:7])([CH3:4])([CH3:3])[CH3:2], predict the reactants needed to synthesize it. The reactants are: [C:1]([O:5][C:6]([NH:8][C@H:9]([CH2:12][O:13][CH2:14][C:15]1[CH:20]=[CH:19][CH:18]=[C:17]([C:21]([NH:23][CH2:24][CH2:25][C:26]#[N:27])=O)[CH:16]=1)[C:10]#[N:11])=[O:7])([CH3:4])([CH3:3])[CH3:2].C1(P(C2C=CC=CC=2)C2C=CC=CC=2)C=CC=CC=1.N(C(OC(C)C)=O)=NC(OC(C)C)=O.C[Si]([N:65]=[N+:66]=[N-:67])(C)C. (6) The reactants are: [CH2:1]([C:10]1[CH:15]=[CH:14][C:13]([CH:16]2[O:18][C@@H:17]2[CH2:19][CH2:20][CH2:21][C:22]([O:24][CH3:25])=[O:23])=[CH:12][CH:11]=1)[CH2:2][CH2:3][CH2:4][CH2:5][CH2:6][CH2:7][CH2:8][CH3:9].[SH:26][C:27]1[CH:28]=[C:29]([NH:33][C:34](=[O:41])[CH2:35][C:36]([O:38][CH2:39]C)=[O:37])[CH:30]=[CH:31][CH:32]=1.C(N(CC)CC)C. Given the product [OH:18][C@H:17]([C@H:16]([S:26][C:27]1[CH:32]=[CH:31][CH:30]=[C:29]([NH:33][C:34](=[O:41])[CH2:35][C:36]([O:38][CH3:39])=[O:37])[CH:28]=1)[C:13]1[CH:14]=[CH:15][C:10]([CH2:1][CH2:2][CH2:3][CH2:4][CH2:5][CH2:6][CH2:7][CH2:8][CH3:9])=[CH:11][CH:12]=1)[CH2:19][CH2:20][CH2:21][C:22]([O:24][CH3:25])=[O:23], predict the reactants needed to synthesize it.